Dataset: Full USPTO retrosynthesis dataset with 1.9M reactions from patents (1976-2016). Task: Predict the reactants needed to synthesize the given product. (1) Given the product [CH3:12][C:13]1([CH3:25])[C:17]([CH3:18])([CH3:19])[O:16][B:15]([C:20]2[CH:24]=[N:23][N:22]([CH2:27][C:28]([O:30][C:31]([CH3:34])([CH3:33])[CH3:32])=[O:29])[CH:21]=2)[O:14]1, predict the reactants needed to synthesize it. The reactants are: CC(C)([O-])C.[K+].C1COCC1.[CH3:12][C:13]1([CH3:25])[C:17]([CH3:19])([CH3:18])[O:16][B:15]([C:20]2[CH:21]=[N:22][NH:23][CH:24]=2)[O:14]1.Br[CH2:27][C:28]([O:30][C:31]([CH3:34])([CH3:33])[CH3:32])=[O:29]. (2) Given the product [CH:1]1[C:9]2[N:8]3[C:10]([C@@H:13]4[C@H:17]([CH3:18])[CH2:16][C:15](=[O:34])[CH2:14]4)=[CH:11][N:12]=[C:7]3[CH:6]=[N:5][C:4]=2[NH:3][CH:2]=1, predict the reactants needed to synthesize it. The reactants are: [CH:1]1[C:9]2[N:8]3[C:10]([C@@H:13]4[C@H:17]([CH3:18])[CH2:16][C@H:15](N)[CH2:14]4)=[CH:11][N:12]=[C:7]3[CH:6]=[N:5][C:4]=2[NH:3][CH:2]=1.C(C1C(=O)C(=[O:34])C=C(C(C)(C)C)C=1)(C)(C)C.C1COCC1.C(O)(=O)C(O)=O. (3) Given the product [Cl:1][C:2]1[CH:7]=[C:6]([Cl:8])[CH:5]=[CH:4][C:3]=1[C:9]1[C:10]([C:22]#[N:23])=[C:11]([N:16]2[CH2:21][CH2:20][O:19][CH2:18][CH2:17]2)[S:12][C:13]=1[C:14]1[NH:29][CH2:30][CH:31]([CH3:32])[N:33]=1, predict the reactants needed to synthesize it. The reactants are: [Cl:1][C:2]1[CH:7]=[C:6]([Cl:8])[CH:5]=[CH:4][C:3]=1[C:9]1[C:10]([C:22]#[N:23])=[C:11]([N:16]2[CH2:21][CH2:20][O:19][CH2:18][CH2:17]2)[S:12][C:13]=1[CH:14]=O.C(O)CCC.[NH2:29][CH2:30][CH:31]([NH2:33])[CH3:32].II.C(=O)([O-])[O-].[K+].[K+]. (4) Given the product [CH2:1]([N:8]([C:12]1[CH:17]=[C:16]([CH3:18])[CH:15]=[C:14]([CH3:19])[CH:13]=1)[CH:9]=[O:10])[C:2]1[CH:7]=[CH:6][CH:5]=[CH:4][CH:3]=1, predict the reactants needed to synthesize it. The reactants are: [CH2:1]([NH:8][CH:9]=[O:10])[C:2]1[CH:7]=[CH:6][CH:5]=[CH:4][CH:3]=1.I[C:12]1[CH:13]=[C:14]([CH3:19])[CH:15]=[C:16]([CH3:18])[CH:17]=1. (5) Given the product [C:1]1([CH3:14])[CH:2]=[CH:3][C:4]([C:7]23[CH2:12][CH:11]2[C:10](=[O:13])[CH2:9][CH2:8]3)=[CH:5][CH:6]=1, predict the reactants needed to synthesize it. The reactants are: [C:1]1([CH3:14])[CH:6]=[CH:5][C:4]([C:7]23[CH2:12][CH:11]2[CH:10]([OH:13])[CH2:9][CH2:8]3)=[CH:3][CH:2]=1.N1C=CC=CC=1.CC(OI1(OC(C)=O)(OC(C)=O)OC(=O)C2C=CC=CC1=2)=O. (6) Given the product [CH2:1]([O:3][C:4]([C:6]1[N:7]([CH2:19][CH3:20])[C:8]2[C:13]([CH:14]=1)=[C:12]([Cl:15])[C:11]([Cl:16])=[CH:10][CH:9]=2)=[O:5])[CH3:2], predict the reactants needed to synthesize it. The reactants are: [CH2:1]([O:3][C:4]([C:6]1[NH:7][C:8]2[C:13]([CH:14]=1)=[C:12]([Cl:15])[C:11]([Cl:16])=[CH:10][CH:9]=2)=[O:5])[CH3:2].[H-].[Na+].[CH2:19](I)[CH3:20]. (7) Given the product [NH:1]([C:15]([O:17][C:18]([CH3:19])([CH3:21])[CH3:20])=[O:16])[C@H:2]([C:6]([NH:8][CH2:9][C:10]([OH:12])=[O:11])=[O:7])[C@@H:3]([CH3:5])[OH:4], predict the reactants needed to synthesize it. The reactants are: [NH:1]([C:15]([O:17][C:18]([CH3:21])([CH3:20])[CH3:19])=[O:16])[C@H:2]([C:6]([NH:8][CH2:9][C:10]([O:12]CC)=[O:11])=[O:7])[C@@H:3]([CH3:5])[OH:4].[OH-].[Na+].Cl.